The task is: Predict which catalyst facilitates the given reaction.. This data is from Catalyst prediction with 721,799 reactions and 888 catalyst types from USPTO. (1) The catalyst class is: 199. Reactant: [CH2:1]([N:5]([CH2:24][CH2:25][CH2:26][CH3:27])[C:6]1[CH:11]=[CH:10][C:9]([CH:12]=[CH:13][C:14]2[CH:21]=[CH:20][C:17]([CH:18]=O)=[CH:16][CH:15]=2)=[C:8]([O:22][CH3:23])[CH:7]=1)[CH2:2][CH2:3][CH3:4].[C:28]([C:30]1[C:31](=[C:38]([C:41]#[N:42])[C:39]#[N:40])[O:32][C:33]([CH3:37])([CH3:36])[C:34]=1[CH3:35])#[N:29].C([O-])(=O)C.[NH4+]. Product: [CH2:24]([N:5]([CH2:1][CH2:2][CH2:3][CH3:4])[C:6]1[CH:11]=[CH:10][C:9]([CH:12]=[CH:13][C:14]2[CH:21]=[CH:20][C:17]([CH:18]=[CH:35][C:34]3[C:33]([CH3:36])([CH3:37])[O:32][C:31](=[C:38]([C:39]#[N:40])[C:41]#[N:42])[C:30]=3[C:28]#[N:29])=[CH:16][CH:15]=2)=[C:8]([O:22][CH3:23])[CH:7]=1)[CH2:25][CH2:26][CH3:27]. (2) Reactant: [CH:1]1([C:7]([OH:31])([C:25]2[CH:30]=[CH:29][CH:28]=[CH:27][CH:26]=2)[C:8]([O:10][CH2:11][CH:12]2[CH2:17][CH2:16][N:15](C(OC(C)(C)C)=O)[CH2:14][CH2:13]2)=[O:9])[CH2:6][CH2:5][CH2:4][CH2:3][CH2:2]1.[ClH:32]. Product: [ClH:32].[CH:25]1([C:7]([OH:31])([C:1]2[CH:6]=[CH:5][CH:4]=[CH:3][CH:2]=2)[C:8]([O:10][CH2:11][CH:12]2[CH2:17][CH2:16][NH:15][CH2:14][CH2:13]2)=[O:9])[CH2:30][CH2:29][CH2:28][CH2:27][CH2:26]1. The catalyst class is: 4.